From a dataset of Catalyst prediction with 721,799 reactions and 888 catalyst types from USPTO. Predict which catalyst facilitates the given reaction. (1) Reactant: [C:1]([CH2:3][C:4]([NH:6][C:7]1[CH:11]=[C:10]([CH3:12])[N:9]([C:13]2[CH:18]=[CH:17][C:16]([C:19]3[CH:23]=[CH:22][S:21][CH:20]=3)=[CH:15][CH:14]=2)[C:8]=1[C:24]([O:26]CC)=O)=[O:5])#[N:2].[H-].[Na+].CO. Product: [OH:26][C:24]1[C:8]2[N:9]([C:13]3[CH:14]=[CH:15][C:16]([C:19]4[CH:23]=[CH:22][S:21][CH:20]=4)=[CH:17][CH:18]=3)[C:10]([CH3:12])=[CH:11][C:7]=2[NH:6][C:4](=[O:5])[C:3]=1[C:1]#[N:2]. The catalyst class is: 1. (2) Reactant: [C:1](Cl)(=[O:5])[C:2](Cl)=[O:3].[NH:7]1[C:15]2[C:10](=[CH:11][CH:12]=[CH:13][CH:14]=2)[CH:9]=[CH:8]1.CC[O:18]CC. Product: [NH:7]1[C:15]2[C:10](=[CH:11][CH:12]=[CH:13][CH:14]=2)[C:9]([C:1](=[O:5])[C:2]([OH:18])=[O:3])=[CH:8]1. The catalyst class is: 74. (3) Reactant: [Br:1][C:2]1[C:7]([F:8])=[CH:6][CH:5]=[CH:4][C:3]=1[O:9]C.B(Br)(Br)Br. Product: [Br:1][C:2]1[C:7]([F:8])=[CH:6][CH:5]=[CH:4][C:3]=1[OH:9]. The catalyst class is: 2.